Task: Predict the product of the given reaction.. Dataset: Forward reaction prediction with 1.9M reactions from USPTO patents (1976-2016) The product is: [I:1][C:2]1[CH:8]=[CH:7][C:5]([NH:6][CH:19]=[C:20]([C:21]([O:23][CH2:24][CH3:25])=[O:22])[C:26]([O:28][CH2:29][CH3:30])=[O:27])=[CH:4][C:3]=1[CH3:9]. Given the reactants [I:1][C:2]1[CH:8]=[CH:7][C:5]([NH2:6])=[CH:4][C:3]=1[CH3:9].CCCCCC.C(O[CH:19]=[C:20]([C:26]([O:28][CH2:29][CH3:30])=[O:27])[C:21]([O:23][CH2:24][CH3:25])=[O:22])C, predict the reaction product.